From a dataset of Reaction yield outcomes from USPTO patents with 853,638 reactions. Predict the reaction yield, written as a fraction of the theoretical maximum amount of product (1.0 means a 100% yield; for example, 0.34 means a 34% yield). (1) The reactants are [F:1][C:2]1[N:7]=[C:6]([C:8]2[C:9]([O:16]C)=[N:10][C:11]([O:14]C)=[N:12][CH:13]=2)[CH:5]=[CH:4][CH:3]=1.[ClH:18]. The catalyst is O1CCOCC1. The product is [ClH:18].[F:1][C:2]1[N:7]=[C:6]([C:8]2[C:9](=[O:16])[NH:10][C:11](=[O:14])[NH:12][CH:13]=2)[CH:5]=[CH:4][CH:3]=1. The yield is 0.840. (2) The reactants are Cl.[CH2:2]([C:6]1[NH:10][C:9](=[O:11])[C:8]2([CH2:15][CH2:14][CH2:13][CH2:12]2)[N:7]=1)[CH2:3][CH2:4][CH3:5].[OH-].[K+].[I:18][C:19]1[CH:26]=[CH:25][C:22]([CH2:23]Br)=[CH:21][CH:20]=1. The product is [CH2:2]([C:6]1[N:10]([CH2:23][C:22]2[CH:25]=[CH:26][C:19]([I:18])=[CH:20][CH:21]=2)[C:9](=[O:11])[C:8]2([CH2:15][CH2:14][CH2:13][CH2:12]2)[N:7]=1)[CH2:3][CH2:4][CH3:5]. The catalyst is S(=O)(=O)(O)[O-].C([N+](CCCC)(CCCC)CCCC)CCC.C1(C)C=CC=CC=1.O. The yield is 0.880. (3) The reactants are C(Cl)CCl.[CH3:5][C:6]([O:9][C:10]([NH:12][C@H:13]([C:17]([OH:19])=[O:18])[CH2:14][CH:15]=[CH2:16])=[O:11])([CH3:8])[CH3:7].[CH:20]1(O)[CH2:24][CH2:23][CH2:22][CH2:21]1. The catalyst is CN(C1C=CN=CC=1)C.C(Cl)Cl. The product is [C:6]([O:9][C:10]([NH:12][C@@H:13]([CH2:14][CH:15]=[CH2:16])[C:17]([O:19][CH:20]1[CH2:24][CH2:23][CH2:22][CH2:21]1)=[O:18])=[O:11])([CH3:5])([CH3:7])[CH3:8]. The yield is 0.689.